Dataset: Full USPTO retrosynthesis dataset with 1.9M reactions from patents (1976-2016). Task: Predict the reactants needed to synthesize the given product. (1) Given the product [C:49]([O:52][C:53](=[O:54])[N:23]([C:21]1[CH:22]=[C:17]([N:16]([CH3:39])[C:14]([N:13]([C:3]2[C:2]([Cl:1])=[C:7]([O:8][CH3:9])[CH:6]=[C:5]([O:10][CH3:11])[C:4]=2[Cl:12])[CH2:40][O:41][CH2:42][CH2:43][Si:44]([CH3:47])([CH3:45])[CH3:46])=[O:15])[N:18]=[CH:19][N:20]=1)[C:24]1[CH:29]=[CH:28][C:27]([N:30]2[CH2:35][CH2:34][O:33][CH2:32][CH2:31]2)=[CH:26][C:25]=1[N+:36]([O-:38])=[O:37])([CH3:51])([CH3:50])[CH3:48], predict the reactants needed to synthesize it. The reactants are: [Cl:1][C:2]1[C:7]([O:8][CH3:9])=[CH:6][C:5]([O:10][CH3:11])=[C:4]([Cl:12])[C:3]=1[N:13]([CH2:40][O:41][CH2:42][CH2:43][Si:44]([CH3:47])([CH3:46])[CH3:45])[C:14]([N:16]([CH3:39])[C:17]1[CH:22]=[C:21]([NH:23][C:24]2[CH:29]=[CH:28][C:27]([N:30]3[CH2:35][CH2:34][O:33][CH2:32][CH2:31]3)=[CH:26][C:25]=2[N+:36]([O-:38])=[O:37])[N:20]=[CH:19][N:18]=1)=[O:15].[CH3:48][C:49]([O:52][C:53](O[C:53]([O:52][C:49]([CH3:51])([CH3:50])[CH3:48])=[O:54])=[O:54])([CH3:51])[CH3:50]. (2) Given the product [Cl:26][C:23]1[CH:24]=[CH:25][C:20]([CH2:19][C:9]2[C:10]([CH2:17][CH3:18])=[N:11][C:12]3[C:7]([C:8]=2[O:28][CH:29]([F:30])[F:31])=[C:6]([O:5][CH2:4][C:3]([OH:32])=[O:2])[CH:15]=[CH:14][C:13]=3[F:16])=[C:21]([F:27])[CH:22]=1, predict the reactants needed to synthesize it. The reactants are: C[O:2][C:3](=[O:32])[CH2:4][O:5][C:6]1[CH:15]=[CH:14][C:13]([F:16])=[C:12]2[C:7]=1[C:8]([O:28][CH:29]([F:31])[F:30])=[C:9]([CH2:19][C:20]1[CH:25]=[CH:24][C:23]([Cl:26])=[CH:22][C:21]=1[F:27])[C:10]([CH2:17][CH3:18])=[N:11]2.[OH-].[Li+]. (3) Given the product [CH3:20][N:18]1[CH2:17][CH2:16][C:8]2[C:9]3[C:14](=[CH:13][CH:12]=[C:11]([CH3:15])[CH:10]=3)[N:6]([CH2:5][CH:4]([C:21]3[CH:22]=[CH:23][N:24]=[CH:25][CH:26]=3)[NH2:1])[C:7]=2[CH2:19]1, predict the reactants needed to synthesize it. The reactants are: [N:1]([CH:4]([C:21]1[CH:26]=[CH:25][N:24]=[CH:23][CH:22]=1)[CH2:5][N:6]1[C:14]2[C:9](=[CH:10][C:11]([CH3:15])=[CH:12][CH:13]=2)[C:8]2[CH2:16][CH2:17][N:18]([CH3:20])[CH2:19][C:7]1=2)=[N+]=[N-].[Cl-].[NH4+]. (4) Given the product [F:15][C:14]1[CH:13]=[C:12]([NH:16][C:17]([C:19]2([C:22](=[O:23])[NH:24][C:25]3[CH:30]=[CH:29][C:28]([F:31])=[CH:27][CH:26]=3)[CH2:21][CH2:20]2)=[O:18])[C:11]([F:32])=[CH:10][C:9]=1[O:8][C:6]1[CH:5]=[CH:4][N:3]=[C:2]([NH:34][C:33](=[O:40])[O:35][C:36]([CH3:39])([CH3:38])[CH3:37])[CH:7]=1, predict the reactants needed to synthesize it. The reactants are: Cl[C:2]1[CH:7]=[C:6]([O:8][C:9]2[C:14]([F:15])=[CH:13][C:12]([NH:16][C:17]([C:19]3([C:22]([NH:24][C:25]4[CH:30]=[CH:29][C:28]([F:31])=[CH:27][CH:26]=4)=[O:23])[CH2:21][CH2:20]3)=[O:18])=[C:11]([F:32])[CH:10]=2)[CH:5]=[CH:4][N:3]=1.[C:33](=[O:40])([O:35][C:36]([CH3:39])([CH3:38])[CH3:37])[NH2:34].CC1(C)C2C(=C(P(C3C=CC=CC=3)C3C=CC=CC=3)C=CC=2)OC2C(P(C3C=CC=CC=3)C3C=CC=CC=3)=CC=CC1=2.C(=O)([O-])[O-].[Cs+].[Cs+]. (5) Given the product [CH2:22]([O:29][C@@H:30]1[C@@H:35]([O:36][CH2:37][C:38]2[CH:43]=[CH:42][CH:41]=[CH:40][CH:39]=2)[C@H:34]([O:44][CH2:45][C:46]2[CH:51]=[CH:50][CH:49]=[CH:48][CH:47]=2)[C@@H:33]([CH2:52][O:53][CH2:54][C:55]2[CH:56]=[CH:57][CH:58]=[CH:59][CH:60]=2)[CH2:32][C:31]1([C:10]1[CH:11]=[CH:12][CH:13]=[C:8]([CH2:7][C:6]2[CH:15]=[CH:16][C:3]([O:2][CH3:1])=[CH:4][CH:5]=2)[CH:9]=1)[OH:61])[C:23]1[CH:28]=[CH:27][CH:26]=[CH:25][CH:24]=1, predict the reactants needed to synthesize it. The reactants are: [CH3:1][O:2][C:3]1[CH:16]=[CH:15][C:6]([CH2:7][C:8]2[CH:9]=[C:10](Br)[CH:11]=[CH:12][CH:13]=2)=[CH:5][CH:4]=1.C([Li])CCC.[CH2:22]([O:29][CH:30]1[CH:35]([O:36][CH2:37][C:38]2[CH:43]=[CH:42][CH:41]=[CH:40][CH:39]=2)[CH:34]([O:44][CH2:45][C:46]2[CH:51]=[CH:50][CH:49]=[CH:48][CH:47]=2)[CH:33]([CH2:52][O:53][CH2:54][C:55]2[CH:60]=[CH:59][CH:58]=[CH:57][CH:56]=2)[CH2:32][C:31]1=[O:61])[C:23]1[CH:28]=[CH:27][CH:26]=[CH:25][CH:24]=1.[Cl-].[NH4+].